Task: Predict which catalyst facilitates the given reaction.. Dataset: Catalyst prediction with 721,799 reactions and 888 catalyst types from USPTO Reactant: [F:1][C:2]([F:12])([F:11])[C:3]1[CH:8]=[CH:7][CH:6]=[CH:5][C:4]=1[NH:9]N.CO[CH:15](OC)[CH2:16][CH2:17][CH2:18][NH2:19].[OH-].[NH4+]. Product: [F:1][C:2]([F:12])([F:11])[C:3]1[CH:8]=[CH:7][CH:6]=[C:5]2[C:4]=1[NH:9][CH:15]=[C:16]2[CH2:17][CH2:18][NH2:19]. The catalyst class is: 33.